Dataset: Full USPTO retrosynthesis dataset with 1.9M reactions from patents (1976-2016). Task: Predict the reactants needed to synthesize the given product. (1) Given the product [Br:19][C:3]1[C:4]2[CH2:8][O:7][C:6](=[O:9])[C:5]=2[CH:10]=[CH:11][C:2]=1[Br:1], predict the reactants needed to synthesize it. The reactants are: [Br:1][C:2]1[CH:11]=[CH:10][C:5]2[C:6](=[O:9])[O:7][CH2:8][C:4]=2[CH:3]=1.C1C(=O)N([Br:19])C(=O)C1. (2) Given the product [CH2:10]([C:9]1[C:12](=[O:13])[N:14]([CH2:15][CH2:16][C:17]2[CH:22]=[CH:21][CH:20]=[CH:19][C:18]=2[F:23])[C:5]([C:4]2[CH:25]=[CH:26][CH:27]=[C:2]([F:1])[C:3]=2[OH:28])=[N:7][C:8]=1[CH3:24])[CH3:11], predict the reactants needed to synthesize it. The reactants are: [F:1][C:2]1[C:3]([OH:28])=[C:4]([CH:25]=[CH:26][CH:27]=1)[C:5]([NH:7]/[C:8](/[CH3:24])=[C:9](\[C:12]([NH:14][CH2:15][CH2:16][C:17]1[CH:22]=[CH:21][CH:20]=[CH:19][C:18]=1[F:23])=[O:13])/[CH2:10][CH3:11])=O.[OH-].[K+].Cl. (3) Given the product [CH3:19][CH:20]([S:24]([NH:1][C:2]1[CH:3]=[C:4]([CH:16]=[CH:17][CH:18]=1)[O:5][CH2:6][CH2:7][NH:8][C:9](=[O:15])[O:10][C:11]([CH3:14])([CH3:13])[CH3:12])(=[O:26])=[O:25])[CH2:21][CH2:22][CH3:23], predict the reactants needed to synthesize it. The reactants are: [NH2:1][C:2]1[CH:3]=[C:4]([CH:16]=[CH:17][CH:18]=1)[O:5][CH2:6][CH2:7][NH:8][C:9](=[O:15])[O:10][C:11]([CH3:14])([CH3:13])[CH3:12].[CH3:19][CH:20]([S:24](Cl)(=[O:26])=[O:25])[CH2:21][CH2:22][CH3:23]. (4) Given the product [Br:1][C:2]1[C:3]([NH:10][CH:11]2[CH2:16][CH2:15][CH:14]([OH:17])[CH2:13][CH2:12]2)=[N:4][C:5]([Cl:8])=[N:6][CH:7]=1, predict the reactants needed to synthesize it. The reactants are: [Br:1][C:2]1[C:3](Cl)=[N:4][C:5]([Cl:8])=[N:6][CH:7]=1.[NH2:10][CH:11]1[CH2:16][CH2:15][CH:14]([OH:17])[CH2:13][CH2:12]1.CCN(C(C)C)C(C)C. (5) Given the product [CH2:1]([O:3][P:4]([CH:9]=[CH:10][C:11]1([N:29]=[N+:30]=[N-:31])[CH:18]([OH:17])[CH:14]([OH:15])[CH:13]([N:21]2[CH:26]=[CH:25][C:24](=[O:27])[NH:23][C:22]2=[O:28])[O:12]1)(=[O:8])[O:5][CH2:6][CH3:7])[CH3:2], predict the reactants needed to synthesize it. The reactants are: [CH2:1]([O:3][P:4]([CH:9]=[CH:10][C:11]1([N:29]=[N+:30]=[N-:31])[CH:18]2[CH:14]([O:15]C(C)(C)[O:17]2)[CH:13]([N:21]2[CH:26]=[CH:25][C:24](=[O:27])[NH:23][C:22]2=[O:28])[O:12]1)(=[O:8])[O:5][CH2:6][CH3:7])[CH3:2]. (6) Given the product [Br:18][C:19]1[CH:20]=[C:21]([CH2:22][NH:23][C:11](=[O:12])[O:13][C:14]([CH3:15])([CH3:16])[CH3:17])[CH:24]=[C:25]([F:27])[CH:26]=1, predict the reactants needed to synthesize it. The reactants are: [BH4-].[Na+].[CH3:15][C:14]([O:13][C:11](O[C:11]([O:13][C:14]([CH3:17])([CH3:16])[CH3:15])=[O:12])=[O:12])([CH3:17])[CH3:16].[Br:18][C:19]1[CH:20]=[C:21]([CH:24]=[C:25]([F:27])[CH:26]=1)[C:22]#[N:23]. (7) Given the product [ClH:39].[ClH:39].[OH:4][C@@H:3]([C@H:5]([OH:6])[C@H:7]([OH:8])[CH2:9][OH:10])[CH2:2][N:41]([CH2:40][C@@H:9]([OH:10])[C@H:7]([OH:8])[C@H:5]([OH:6])[CH2:3][OH:4])[CH2:12][CH2:13][O:14][C:15]1[CH:20]=[CH:19][C:18]([CH2:21][CH2:22][CH2:23][CH2:24][NH:25][C:26]([NH:28][C:29]([C:31]2[C:36]([NH2:37])=[N:35][C:34]([NH2:38])=[C:33]([Cl:39])[N:32]=2)=[O:30])=[NH:27])=[CH:17][CH:16]=1, predict the reactants needed to synthesize it. The reactants are: O=[CH:2][C@@H:3]([C@H:5]([C@@H:7]([CH2:9][OH:10])[OH:8])[OH:6])[OH:4].N[CH2:12][CH2:13][O:14][C:15]1[CH:20]=[CH:19][C:18]([CH2:21][CH2:22][CH2:23][CH2:24][NH:25][C:26]([NH:28][C:29]([C:31]2[C:36]([NH2:37])=[N:35][C:34]([NH2:38])=[C:33]([Cl:39])[N:32]=2)=[O:30])=[NH:27])=[CH:17][CH:16]=1.[C:40]([BH3-])#[N:41].[Na+]. (8) The reactants are: [F:1][C:2]1[CH:3]=[C:4]([C:38]2[C:39]([C:44]#[N:45])=[CH:40][CH:41]=[CH:42][CH:43]=2)[CH:5]=[CH:6][C:7]=1[CH2:8][C:9]1[C:10](=[O:37])[N:11]([CH:21]2[CH2:26][CH2:25][CH:24]([O:27][CH:28]([C:30]3([CH:34]([OH:36])[CH3:35])[CH2:33][CH2:32][CH2:31]3)[CH3:29])[CH2:23][CH2:22]2)[C:12]2[N:13]([N:18]=[CH:19][N:20]=2)[C:14]=1[CH2:15][CH2:16][CH3:17].CC(OI1(OC(C)=O)(OC(C)=O)OC(=O)C2C=CC=CC1=2)=O.C(=O)([O-])O.[Na+].S([O-])([O-])(=O)=S.[Na+].[Na+]. Given the product [C:34]([C:30]1([CH:28]([O:27][CH:24]2[CH2:25][CH2:26][CH:21]([N:11]3[C:10](=[O:37])[C:9]([CH2:8][C:7]4[CH:6]=[CH:5][C:4]([C:38]5[C:39]([C:44]#[N:45])=[CH:40][CH:41]=[CH:42][CH:43]=5)=[CH:3][C:2]=4[F:1])=[C:14]([CH2:15][CH2:16][CH3:17])[N:13]4[N:18]=[CH:19][N:20]=[C:12]34)[CH2:22][CH2:23]2)[CH3:29])[CH2:33][CH2:32][CH2:31]1)(=[O:36])[CH3:35], predict the reactants needed to synthesize it. (9) Given the product [Cl:19][C:11]1[C:12]([N:14]([CH:16]([CH3:18])[CH3:17])[CH3:15])=[CH:13][C:8]2[N:7]=[C:23]([C:24]3[CH:29]=[CH:28][CH:27]=[C:26]([N:30]4[C:34]([CH2:35][OH:36])=[CH:33][N:32]=[N:31]4)[CH:25]=3)[CH2:22][C:21](=[O:44])[NH:20][C:9]=2[CH:10]=1, predict the reactants needed to synthesize it. The reactants are: C(OC(=O)[NH:7][C:8]1[CH:13]=[C:12]([N:14]([CH:16]([CH3:18])[CH3:17])[CH3:15])[C:11]([Cl:19])=[CH:10][C:9]=1[NH:20][C:21](=[O:44])[CH2:22][C:23](=O)[C:24]1[CH:29]=[CH:28][CH:27]=[C:26]([N:30]2[C:34]([CH2:35][O:36]C3CCCCO3)=[CH:33][N:32]=[N:31]2)[CH:25]=1)(C)(C)C.C(O)(C(F)(F)F)=O. (10) Given the product [CH:6]1([O:11][CH2:13][C:14]([OH:16])=[O:15])[CH2:7][CH2:8][CH2:9][CH:10]=[CH:3][CH2:4][CH2:5]1, predict the reactants needed to synthesize it. The reactants are: [H-].[Na+].[CH:3]1=[CH:4][CH2:5][CH:6]([OH:11])[CH2:7][CH2:8][CH2:9][CH2:10]1.Br[CH2:13][C:14]([OH:16])=[O:15].